The task is: Predict the reaction yield, written as a fraction of the theoretical maximum amount of product (1.0 means a 100% yield; for example, 0.34 means a 34% yield).. This data is from Reaction yield outcomes from USPTO patents with 853,638 reactions. The reactants are [CH2:1]([N:8]1[CH2:13][CH2:12][C:11]([C:15]2[CH:20]=[CH:19][C:18]([Cl:21])=[CH:17][CH:16]=2)([OH:14])[C:10]([CH3:23])([CH3:22])[CH2:9]1)[C:2]1[CH:7]=[CH:6][CH:5]=[CH:4][CH:3]=1.N1C=CN=C1.[H-].[Na+].[C:31](=[S:33])=[S:32].I[CH3:35]. The catalyst is C1COCC1. The product is [C:31]([S:33][CH3:35])(=[S:32])[O:14][C:11]1([C:15]2[CH:16]=[CH:17][C:18]([Cl:21])=[CH:19][CH:20]=2)[CH2:12][CH2:13][N:8]([CH2:1][C:2]2[CH:3]=[CH:4][CH:5]=[CH:6][CH:7]=2)[CH2:9][C:10]1([CH3:23])[CH3:22]. The yield is 0.830.